This data is from Catalyst prediction with 721,799 reactions and 888 catalyst types from USPTO. The task is: Predict which catalyst facilitates the given reaction. (1) Reactant: [NH2:1][C:2]1[C:7]([I:8])=[CH:6][C:5]([S:9][CH3:10])=[CH:4][N:3]=1.C(=O)([O-])O.[Na+].[C:16]1([S:22](Cl)(=[O:24])=[O:23])[CH:21]=[CH:20][CH:19]=[CH:18][CH:17]=1. Product: [C:16]1([S:22]([NH:1][C:2]2[C:7]([I:8])=[CH:6][C:5]([S:9][CH3:10])=[CH:4][N:3]=2)(=[O:24])=[O:23])[CH:21]=[CH:20][CH:19]=[CH:18][CH:17]=1. The catalyst class is: 17. (2) Reactant: Cl[CH:2]([CH2:6][C:7]1[O:11][C:10]([CH3:12])=[N:9][C:8]=1[C:13]1[CH:22]=[CH:21][C:20]2[CH2:19][CH2:18][CH2:17][CH2:16][C:15]=2[CH:14]=1)[C:3]([OH:5])=[O:4]. Product: [CH3:12][C:10]1[O:11][C:7]([CH2:6][CH2:2][C:3]([OH:5])=[O:4])=[C:8]([C:13]2[CH:22]=[CH:21][C:20]3[CH2:19][CH2:18][CH2:17][CH2:16][C:15]=3[CH:14]=2)[N:9]=1. The catalyst class is: 183. (3) Reactant: [C:1]([NH:24][C@@H:25]([CH3:30])[C:26]([O:28]C)=[O:27])(=[O:23])[CH2:2][CH2:3]/[CH:4]=[CH:5]\[CH2:6]/[CH:7]=[CH:8]\[CH2:9]/[CH:10]=[CH:11]\[CH2:12]/[CH:13]=[CH:14]\[CH2:15]/[CH:16]=[CH:17]\[CH2:18]/[CH:19]=[CH:20]\[CH2:21][CH3:22].[OH-].[Na+]. Product: [C:1]([NH:24][C@@H:25]([CH3:30])[C:26]([OH:28])=[O:27])(=[O:23])[CH2:2][CH2:3]/[CH:4]=[CH:5]\[CH2:6]/[CH:7]=[CH:8]\[CH2:9]/[CH:10]=[CH:11]\[CH2:12]/[CH:13]=[CH:14]\[CH2:15]/[CH:16]=[CH:17]\[CH2:18]/[CH:19]=[CH:20]\[CH2:21][CH3:22]. The catalyst class is: 1. (4) Reactant: [Cl:1][C:2]1[CH:7]=[CH:6][C:5]([C:8]([N:16]2[C:24]3[C:19](=[C:20]([NH:25][S:26]([CH3:29])(=[O:28])=[O:27])[CH:21]=[CH:22][CH:23]=3)[CH:18]=[CH:17]2)([C:11]2[N:12]=[N:13][NH:14][N:15]=2)[CH2:9][CH3:10])=[CH:4][CH:3]=1.C([O-])([O-])=O.[K+].[K+].I[CH2:37][CH3:38]. Product: [Cl:1][C:2]1[CH:7]=[CH:6][C:5]([C:8]([N:16]2[C:24]3[C:19](=[C:20]([NH:25][S:26]([CH3:29])(=[O:28])=[O:27])[CH:21]=[CH:22][CH:23]=3)[CH:18]=[CH:17]2)([C:11]2[N:12]=[N:13][N:14]([CH2:37][CH3:38])[N:15]=2)[CH2:9][CH3:10])=[CH:4][CH:3]=1. The catalyst class is: 3. (5) Reactant: [CH3:1][O:2][C:3]1[C:8]([CH2:9][NH:10][C:11](=[O:17])[O:12][C:13]([CH3:16])([CH3:15])[CH3:14])=[CH:7][C:6]([N+:18]([O-])=O)=[CH:5][N:4]=1. Product: [NH2:18][C:6]1[CH:7]=[C:8]([CH2:9][NH:10][C:11](=[O:17])[O:12][C:13]([CH3:15])([CH3:14])[CH3:16])[C:3]([O:2][CH3:1])=[N:4][CH:5]=1. The catalyst class is: 687. (6) The catalyst class is: 1. Reactant: C([Li])CCC.[N:6]1([C:11]2[CH:31]=[CH:30][C:14]([CH2:15][C:16]3[C:17]([O:28][CH3:29])=[N:18][C:19]4[C:24]([C:25]=3[Cl:26])=[CH:23][C:22](Br)=[CH:21][CH:20]=4)=[CH:13][CH:12]=2)[CH:10]=[CH:9][CH:8]=[N:7]1.[CH3:32][O:33][C:34]1[N:39]=[CH:38][C:37]([C:40]([C:42]2[S:46][CH:45]=[N:44][CH:43]=2)=[O:41])=[CH:36][CH:35]=1. Product: [N:6]1([C:11]2[CH:31]=[CH:30][C:14]([CH2:15][C:16]3[C:17]([O:28][CH3:29])=[N:18][C:19]4[C:24]([C:25]=3[Cl:26])=[CH:23][C:22]([C:40]([C:37]3[CH:38]=[N:39][C:34]([O:33][CH3:32])=[CH:35][CH:36]=3)([C:42]3[S:46][CH:45]=[N:44][CH:43]=3)[OH:41])=[CH:21][CH:20]=4)=[CH:13][CH:12]=2)[CH:10]=[CH:9][CH:8]=[N:7]1. (7) Reactant: [Cl:1][C:2]1[C:11]2[C:10](=[O:12])[NH:9][CH2:8][CH2:7][C:6]=2[C:5]([C:13]([O:15]C)=[O:14])=[CH:4][C:3]=1[O:17][CH:18]([CH3:20])[CH3:19].[CH2:21]([O:28][C:29]1[C:34]([CH2:35]Cl)=[C:33]([CH3:37])[CH:32]=[C:31]([CH3:38])[N:30]=1)[C:22]1[CH:27]=[CH:26][CH:25]=[CH:24][CH:23]=1.C[Si]([N-][Si](C)(C)C)(C)C.[K+]. Product: [CH2:21]([O:28][C:29]1[C:34]([CH2:35][N:9]2[CH2:8][CH2:7][C:6]3[C:5]([C:13]([OH:15])=[O:14])=[CH:4][C:3]([O:17][CH:18]([CH3:20])[CH3:19])=[C:2]([Cl:1])[C:11]=3[C:10]2=[O:12])=[C:33]([CH3:37])[CH:32]=[C:31]([CH3:38])[N:30]=1)[C:22]1[CH:27]=[CH:26][CH:25]=[CH:24][CH:23]=1. The catalyst class is: 12.